Dataset: Peptide-MHC class II binding affinity with 134,281 pairs from IEDB. Task: Regression. Given a peptide amino acid sequence and an MHC pseudo amino acid sequence, predict their binding affinity value. This is MHC class II binding data. (1) The peptide sequence is ALISKYAGINVLN. The MHC is HLA-DPA10301-DPB10402 with pseudo-sequence HLA-DPA10301-DPB10402. The binding affinity (normalized) is 0.401. (2) The peptide sequence is EKKYFAATQFEPLCA. The MHC is DRB1_0701 with pseudo-sequence DRB1_0701. The binding affinity (normalized) is 0.792. (3) The peptide sequence is IRYPLTFGWCFKLVPVDPREVEEA. The MHC is DRB1_0301 with pseudo-sequence DRB1_0301. The binding affinity (normalized) is 0.394. (4) The peptide sequence is RNVRFSDEGGFTCFF. The MHC is DRB1_1201 with pseudo-sequence DRB1_1201. The binding affinity (normalized) is 0. (5) The binding affinity (normalized) is 0.529. The MHC is DRB1_0802 with pseudo-sequence DRB1_0802. The peptide sequence is PDNVKPIYIVTPTNA.